Regression. Given a peptide amino acid sequence and an MHC pseudo amino acid sequence, predict their binding affinity value. This is MHC class I binding data. From a dataset of Peptide-MHC class I binding affinity with 185,985 pairs from IEDB/IMGT. (1) The peptide sequence is EIKFNDITF. The MHC is HLA-A11:01 with pseudo-sequence HLA-A11:01. The binding affinity (normalized) is 0.0847. (2) The peptide sequence is GPSHKARVL. The MHC is HLA-B40:01 with pseudo-sequence HLA-B40:01. The binding affinity (normalized) is 0. (3) The peptide sequence is VVYSYTVEC. The MHC is H-2-Kb with pseudo-sequence H-2-Kb. The binding affinity (normalized) is 0.488. (4) The peptide sequence is GTDSGFAAY. The MHC is HLA-A24:02 with pseudo-sequence HLA-A24:02. The binding affinity (normalized) is 0. (5) The peptide sequence is MSSEGAWKQI. The MHC is HLA-B58:01 with pseudo-sequence HLA-B58:01. The binding affinity (normalized) is 0.384. (6) The peptide sequence is VMGGNAAEA. The MHC is HLA-A01:01 with pseudo-sequence HLA-A01:01. The binding affinity (normalized) is 0.0847.